This data is from Forward reaction prediction with 1.9M reactions from USPTO patents (1976-2016). The task is: Predict the product of the given reaction. (1) Given the reactants C([O:5][C:6]([CH2:8][N:9]1[C:14](=[O:15])[C:13]([NH:16]C(=O)C2C=CC=CC=2)=[CH:12][N:11]=[C:10]1[C:25]1[CH:30]=[CH:29][CH:28]=[CH:27][CH:26]=1)=[O:7])(C)(C)C.CO.[OH-].[Na+], predict the reaction product. The product is: [NH2:16][C:13]1[C:14](=[O:15])[N:9]([CH2:8][C:6]([OH:7])=[O:5])[C:10]([C:25]2[CH:30]=[CH:29][CH:28]=[CH:27][CH:26]=2)=[N:11][CH:12]=1. (2) Given the reactants [CH3:1][O:2][CH2:3][CH2:4][CH2:5][O:6][C:7]1[CH:8]=[C:9]([CH:27]=[CH:28][C:29]=1[O:30][CH3:31])[CH2:10][C@H:11]([CH:24]([CH3:26])[CH3:25])[CH2:12][CH:13]([NH:16][C:17](=[O:23])[O:18][C:19]([CH3:22])([CH3:21])[CH3:20])[CH2:14][OH:15].C(N(CC)CC)C, predict the reaction product. The product is: [CH3:1][O:2][CH2:3][CH2:4][CH2:5][O:6][C:7]1[CH:8]=[C:9]([CH:27]=[CH:28][C:29]=1[O:30][CH3:31])[CH2:10][C@H:11]([CH:24]([CH3:26])[CH3:25])[CH2:12][CH:13]([NH:16][C:17](=[O:23])[O:18][C:19]([CH3:22])([CH3:21])[CH3:20])[CH:14]=[O:15]. (3) Given the reactants [O:1]=[C:2]1[CH:6]=[C:5]([C@@H:7]2[CH2:12][CH2:11][N:10]([C:13]([O:15][CH3:16])=[O:14])[C@@H:9]([CH2:17][C:18]3[CH:23]=[CH:22][C:21]([C:24]([F:27])([F:26])[F:25])=[CH:20][CH:19]=3)[CH2:8]2)[O:4][NH:3]1.CCCCCCC.CCO, predict the reaction product. The product is: [O:1]=[C:2]1[CH:6]=[C:5]([C@H:7]2[CH2:12][CH2:11][N:10]([C:13]([O:15][CH3:16])=[O:14])[C@H:9]([CH2:17][C:18]3[CH:19]=[CH:20][C:21]([C:24]([F:27])([F:25])[F:26])=[CH:22][CH:23]=3)[CH2:8]2)[O:4][NH:3]1.[O:1]=[C:2]1[CH:6]=[C:5]([C@@H:7]2[CH2:12][CH2:11][N:10]([C:13]([O:15][CH3:16])=[O:14])[C@@H:9]([CH2:17][C:18]3[CH:19]=[CH:20][C:21]([C:24]([F:27])([F:25])[F:26])=[CH:22][CH:23]=3)[CH2:8]2)[O:4][NH:3]1. (4) Given the reactants Cl[C:2]([O:4][CH2:5][CH3:6])=[O:3].[F:7][C:8]([F:44])([F:43])[C:9]1[CH:10]=[C:11]([CH:36]=[C:37]([C:39]([F:42])([F:41])[F:40])[CH:38]=1)[CH2:12][N:13]([C:30]1[N:31]=[N:32][N:33]([CH3:35])[N:34]=1)[C@H:14]1[CH2:20][CH2:19][CH2:18][NH:17][C:16]2[CH:21]=[C:22]([C:26]([F:29])([F:28])[F:27])[C:23]([CH3:25])=[CH:24][C:15]1=2.N1C=CC=CC=1, predict the reaction product. The product is: [CH2:5]([O:4][C:2]([N:17]1[CH2:18][CH2:19][CH2:20][C@H:14]([N:13]([CH2:12][C:11]2[CH:36]=[C:37]([C:39]([F:42])([F:41])[F:40])[CH:38]=[C:9]([C:8]([F:7])([F:44])[F:43])[CH:10]=2)[C:30]2[N:31]=[N:32][N:33]([CH3:35])[N:34]=2)[C:15]2[CH:24]=[C:23]([CH3:25])[C:22]([C:26]([F:28])([F:27])[F:29])=[CH:21][C:16]1=2)=[O:3])[CH3:6]. (5) Given the reactants [C:1]([CH2:4][N:5]1[C:9]2=[N:10][CH:11]=[CH:12][C:13]([Cl:14])=[C:8]2[C:7]([C:15]([OH:17])=O)=[CH:6]1)(=[O:3])[NH2:2].CCN(CC)CC.[NH2:25][CH2:26][C:27]1([OH:35])[CH2:32][CH2:31][C:30]([F:34])([F:33])[CH2:29][CH2:28]1.C(Cl)CCl.N1(O)C2C=CC=CC=2N=N1, predict the reaction product. The product is: [F:33][C:30]1([F:34])[CH2:29][CH2:28][C:27]([CH2:26][NH:25][C:15]([C:7]2[C:8]3[C:9](=[N:10][CH:11]=[CH:12][C:13]=3[Cl:14])[N:5]([CH2:4][C:1](=[O:3])[NH2:2])[CH:6]=2)=[O:17])([OH:35])[CH2:32][CH2:31]1.